From a dataset of Reaction yield outcomes from USPTO patents with 853,638 reactions. Predict the reaction yield, written as a fraction of the theoretical maximum amount of product (1.0 means a 100% yield; for example, 0.34 means a 34% yield). (1) The reactants are [Br:1][C:2]1[CH:21]=[CH:20][C:5]([CH2:6][C:7]2[NH:8][CH:9]=[C:10]([C:12]3[CH:17]=[CH:16][C:15]([Cl:18])=[CH:14][C:13]=3[Cl:19])[N:11]=2)=[CH:4][CH:3]=1.Br[CH2:23][C:24]1[CH:33]=[CH:32][C:27]([C:28]([O:30][CH3:31])=[O:29])=[CH:26][CH:25]=1. No catalyst specified. The product is [CH3:31][O:30][C:28](=[O:29])[C:27]1[CH:32]=[CH:33][C:24]([CH2:23][N:8]2[CH:9]=[C:10]([C:12]3[CH:17]=[CH:16][C:15]([Cl:18])=[CH:14][C:13]=3[Cl:19])[N:11]=[C:7]2[CH2:6][C:5]2[CH:20]=[CH:21][C:2]([Br:1])=[CH:3][CH:4]=2)=[CH:25][CH:26]=1. The yield is 0.660. (2) The yield is 0.820. The product is [C:21]([O:20][CH2:19][C:3]([CH2:4][O:5][C:6]1[CH:13]=[CH:12][CH:11]=[C:10]([N+:14]([O-:16])=[O:15])[C:7]=1[C:8]#[N:9])([CH2:1][CH3:2])[CH2:17][CH3:18])(=[O:23])[CH3:22]. The reactants are [CH2:1]([C:3]([CH2:19][OH:20])([CH2:17][CH3:18])[CH2:4][O:5][C:6]1[CH:13]=[CH:12][CH:11]=[C:10]([N+:14]([O-:16])=[O:15])[C:7]=1[C:8]#[N:9])[CH3:2].[C:21](Cl)(=[O:23])[CH3:22]. No catalyst specified. (3) The reactants are [CH3:1][O:2][C:3]([C:5]1[NH:6][C:7]2[C:12]([CH:13]=1)=[CH:11][C:10]([CH3:14])=[CH:9][C:8]=2[N+:15]([O-:17])=[O:16])=O.[NH2:18][NH2:19]. The catalyst is CO. The product is [CH3:14][C:10]1[CH:11]=[C:12]2[C:7](=[C:8]([N+:15]([O-:17])=[O:16])[CH:9]=1)[NH:6][C:5]([C:3]1[O:2][CH:1]=[N:18][N:19]=1)=[CH:13]2. The yield is 0.200. (4) The reactants are [F:1][C:2]1[C:3]([O:11][CH3:12])=[C:4]([CH:8]=[CH:9][CH:10]=1)[C:5]([OH:7])=O.CCN(C(C)C)C(C)C.CN(C(ON1N=NC2C=CC=CC1=2)=[N+](C)C)C.[B-](F)(F)(F)F.[CH3:44][C@@H:45]1[CH2:50][NH:49][C@H:48]([CH2:51][NH:52][C:53]2[CH:58]=[CH:57][C:56]([C:59]([F:62])([F:61])[F:60])=[CH:55][N:54]=2)[CH2:47][CH2:46]1.C([O-])(O)=O.[Na+]. The catalyst is CN(C=O)C.C(Cl)Cl. The product is [F:1][C:2]1[C:3]([O:11][CH3:12])=[C:4]([C:5]([N:49]2[CH2:50][C@@H:45]([CH3:44])[CH2:46][CH2:47][C@H:48]2[CH2:51][NH:52][C:53]2[CH:58]=[CH:57][C:56]([C:59]([F:62])([F:60])[F:61])=[CH:55][N:54]=2)=[O:7])[CH:8]=[CH:9][CH:10]=1. The yield is 0.880. (5) The reactants are [CH:1]1([CH:4]([C:9]2[CH:14]=[CH:13][C:12]([OH:15])=[CH:11][CH:10]=2)[CH2:5][C:6]([OH:8])=[O:7])[CH2:3][CH2:2]1.[CH3:16]O. The catalyst is S(=O)(=O)(O)O.CCOC(C)=O. The product is [CH:1]1([CH:4]([C:9]2[CH:14]=[CH:13][C:12]([OH:15])=[CH:11][CH:10]=2)[CH2:5][C:6]([O:8][CH3:16])=[O:7])[CH2:3][CH2:2]1. The yield is 0.840.